From a dataset of TCR-epitope binding with 47,182 pairs between 192 epitopes and 23,139 TCRs. Binary Classification. Given a T-cell receptor sequence (or CDR3 region) and an epitope sequence, predict whether binding occurs between them. (1) The epitope is LEPLVDLPI. The TCR CDR3 sequence is CATSAWDRGLYEQYF. Result: 1 (the TCR binds to the epitope). (2) The epitope is FLASKIGRLV. The TCR CDR3 sequence is CSVDLEANYGYTF. Result: 1 (the TCR binds to the epitope). (3) The epitope is PROT_97E67BCC. The TCR CDR3 sequence is CASTRDRTKNEQFF. Result: 1 (the TCR binds to the epitope). (4) The epitope is HTDFSSEIIGY. The TCR CDR3 sequence is CASSTEDYYGYTF. Result: 0 (the TCR does not bind to the epitope). (5) The epitope is HSKKKCDEL. The TCR CDR3 sequence is CASSLWGTTGELFF. Result: 0 (the TCR does not bind to the epitope). (6) The epitope is LVLSVNPYV. The TCR CDR3 sequence is CASSQDGQGVRETQYF. Result: 1 (the TCR binds to the epitope). (7) The epitope is GTITVEELK. The TCR CDR3 sequence is CASSLFASGNEQFF. Result: 0 (the TCR does not bind to the epitope). (8) The epitope is RLRAEAQVK. Result: 0 (the TCR does not bind to the epitope). The TCR CDR3 sequence is CASSQDLPGANVLTF.